From a dataset of Forward reaction prediction with 1.9M reactions from USPTO patents (1976-2016). Predict the product of the given reaction. (1) Given the reactants [F:1][C:2]1[CH:3]=[CH:4][C:5]([C:8]2[N:12]=[N:11][N:10]([CH3:13])[C:9]=2[CH2:14][O:15][C:16]2[CH:17]=[CH:18][C:19]([C:22]([OH:24])=O)=[N:20][CH:21]=2)=[N:6][CH:7]=1.CN(C(O[N:33]1N=N[C:35]2C=CC=[CH:39][C:34]1=2)=[N+](C)C)C.[B-](F)(F)(F)F.CCN(C(C)C)C(C)C.C(N)(C)C, predict the reaction product. The product is: [CH:34]([NH:33][C:22]([C:19]1[CH:18]=[CH:17][C:16]([O:15][CH2:14][C:9]2[N:10]([CH3:13])[N:11]=[N:12][C:8]=2[C:5]2[CH:4]=[CH:3][C:2]([F:1])=[CH:7][N:6]=2)=[CH:21][N:20]=1)=[O:24])([CH3:39])[CH3:35]. (2) Given the reactants [C:1]1([CH2:7][CH:8]([O:13][C:14]2[CH:23]=[CH:22][C:21]3[C:16](=[CH:17][CH:18]=[C:19]([C:24]4[N:25]=[C:26]([C:29]5[CH:34]=[CH:33][CH:32]=[CH:31][CH:30]=5)[S:27][CH:28]=4)[CH:20]=3)[CH:15]=2)[C:9]([O:11]C)=[O:10])[CH:6]=[CH:5][CH:4]=[CH:3][CH:2]=1.[OH-].[Na+].Cl, predict the reaction product. The product is: [C:1]1([CH2:7][CH:8]([O:13][C:14]2[CH:23]=[CH:22][C:21]3[C:16](=[CH:17][CH:18]=[C:19]([C:24]4[N:25]=[C:26]([C:29]5[CH:30]=[CH:31][CH:32]=[CH:33][CH:34]=5)[S:27][CH:28]=4)[CH:20]=3)[CH:15]=2)[C:9]([OH:11])=[O:10])[CH:2]=[CH:3][CH:4]=[CH:5][CH:6]=1. (3) Given the reactants [Cl:1][C:2]1[CH:7]=[CH:6][CH:5]=[CH:4][C:3]=1[C:8]1[NH:13][C:12](=O)[C:11]([C:15]#[N:16])=[CH:10][C:9]=1[C:17]1[CH:22]=[CH:21][C:20]([Cl:23])=[CH:19][CH:18]=1.O=P(Cl)(Cl)[Cl:26], predict the reaction product. The product is: [Cl:26][C:12]1[C:11]([C:15]#[N:16])=[CH:10][C:9]([C:17]2[CH:22]=[CH:21][C:20]([Cl:23])=[CH:19][CH:18]=2)=[C:8]([C:3]2[CH:4]=[CH:5][CH:6]=[CH:7][C:2]=2[Cl:1])[N:13]=1. (4) Given the reactants I[C:2]1[CH:7]=[CH:6][C:5]([C@@H:8]2[C@@H:13]([NH:14][S:15]([CH:18]([CH3:20])[CH3:19])(=[O:17])=[O:16])[CH2:12][CH2:11][O:10][CH2:9]2)=[CH:4][CH:3]=1.[C:21]1(B(O)O)[CH:26]=[CH:25][CH:24]=[CH:23][CH:22]=1, predict the reaction product. The product is: [C:2]1([C:21]2[CH:26]=[CH:25][CH:24]=[CH:23][CH:22]=2)[CH:7]=[CH:6][C:5]([C@@H:8]2[C@@H:13]([NH:14][S:15]([CH:18]([CH3:20])[CH3:19])(=[O:17])=[O:16])[CH2:12][CH2:11][O:10][CH2:9]2)=[CH:4][CH:3]=1. (5) Given the reactants [F:1][C:2]1[CH:7]=[CH:6][C:5]([F:8])=[CH:4][C:3]=1[OH:9].[C:10]([C:12]1[N:16]([CH:17]2[CH2:22][CH2:21][N:20]([C:23]([O:25][C:26]([CH3:29])([CH3:28])[CH3:27])=[O:24])[CH2:19][CH2:18]2)[N:15]=[CH:14][C:13]=1[CH2:30]OS(C)(=O)=O)#[N:11].C(=O)([O-])[O-].[Cs+].[Cs+], predict the reaction product. The product is: [C:10]([C:12]1[N:16]([CH:17]2[CH2:18][CH2:19][N:20]([C:23]([O:25][C:26]([CH3:28])([CH3:27])[CH3:29])=[O:24])[CH2:21][CH2:22]2)[N:15]=[CH:14][C:13]=1[CH2:30][O:9][C:3]1[CH:4]=[C:5]([F:8])[CH:6]=[CH:7][C:2]=1[F:1])#[N:11]. (6) Given the reactants CS[C:3]1[N:8]=[C:7]([C:9]2[CH:14]=[CH:13][C:12]([Cl:15])=[CH:11][CH:10]=2)[C:6]([C:16]2[CH:21]=[CH:20][C:19]([Cl:22])=[CH:18][C:17]=2[Cl:23])=[CH:5][N:4]=1.[CH3:24][CH:25]([OH:33])[C:26]1[CH:31]=[CH:30][C:29]([F:32])=[CH:28][CH:27]=1, predict the reaction product. The product is: [CH3:24][CH:25]([O:33][C:3]1[N:8]=[C:7]([C:9]2[CH:14]=[CH:13][C:12]([Cl:15])=[CH:11][CH:10]=2)[C:6]([C:16]2[CH:21]=[CH:20][C:19]([Cl:22])=[CH:18][C:17]=2[Cl:23])=[CH:5][N:4]=1)[C:26]1[CH:31]=[CH:30][C:29]([F:32])=[CH:28][CH:27]=1. (7) Given the reactants [CH3:1][NH:2][C:3]1[CH:8]=[CH:7][CH:6]=[CH:5][CH:4]=1.[N:9]1[O:10][N:11]=[C:12]2[CH:17]=[C:16]([C:18](Cl)=[O:19])[CH:15]=[CH:14][C:13]=12, predict the reaction product. The product is: [CH3:1][N:2]([C:3]1[CH:8]=[CH:7][CH:6]=[CH:5][CH:4]=1)[C:18]([C:16]1[CH:15]=[CH:14][C:13]2=[N:9][O:10][N:11]=[C:12]2[CH:17]=1)=[O:19]. (8) Given the reactants Cl[C:2]1[N:7]=[C:6]([NH:8][CH:9]2[CH2:14][CH2:13][N:12]([C:15]3[CH:22]=[CH:21][C:18]([C:19]#[N:20])=[CH:17][N:16]=3)[CH2:11][CH2:10]2)[C:5]([Cl:23])=[CH:4][N:3]=1.[CH3:24][N:25]1[CH:29]=[C:28]([NH2:30])[CH:27]=[N:26]1.Cl, predict the reaction product. The product is: [Cl:23][C:5]1[C:6]([NH:8][CH:9]2[CH2:14][CH2:13][N:12]([C:15]3[CH:22]=[CH:21][C:18]([C:19]#[N:20])=[CH:17][N:16]=3)[CH2:11][CH2:10]2)=[N:7][C:2]([NH:30][C:28]2[CH:27]=[N:26][N:25]([CH3:24])[CH:29]=2)=[N:3][CH:4]=1. (9) Given the reactants [OH:1][C:2]1[C:3]([CH3:18])=[C:4]2[C:9](=[C:10]([CH3:13])[C:11]=1[CH3:12])[O:8][C:7]([CH3:17])([C:14]([OH:16])=O)[CH2:6][CH2:5]2.C1N=CN(C(N2C=NC=C2)=O)C=1.[CH2:31]([N:38]1[CH2:43][CH2:42][NH:41][CH2:40][CH2:39]1)[C:32]1[CH:37]=[CH:36][CH:35]=[CH:34][CH:33]=1, predict the reaction product. The product is: [CH2:31]([N:38]1[CH2:43][CH2:42][N:41]([C:14]([C:7]2([CH3:17])[CH2:6][CH2:5][C:4]3[C:9](=[C:10]([CH3:13])[C:11]([CH3:12])=[C:2]([OH:1])[C:3]=3[CH3:18])[O:8]2)=[O:16])[CH2:40][CH2:39]1)[C:32]1[CH:33]=[CH:34][CH:35]=[CH:36][CH:37]=1. (10) Given the reactants [Cl:1][C:2]1[CH:20]=[CH:19][C:5]2[N:6]([CH3:18])[C:7](=[O:17])[CH2:8][N:9]=[C:10]([C:11]3[CH:16]=[CH:15][CH:14]=[CH:13][CH:12]=3)[C:4]=2[CH:3]=1.[CH3:21][O:22][C:23](=[O:35])[C:24]1[CH:29]=[CH:28][C:27]([O:30][CH2:31][C:32](O)=[O:33])=[CH:26][CH:25]=1, predict the reaction product. The product is: [CH3:21][O:22][C:23](=[O:35])[C:24]1[CH:25]=[CH:26][C:27]([O:30][C@H:31]2[C@:10]3([C:11]4[CH:16]=[CH:15][CH:14]=[CH:13][CH:12]=4)[C:4]4[CH:3]=[C:2]([Cl:1])[CH:20]=[CH:19][C:5]=4[N:6]([CH3:18])[C:7](=[O:17])[CH2:8][N:9]3[C:32]2=[O:33])=[CH:28][CH:29]=1.